This data is from NCI-60 drug combinations with 297,098 pairs across 59 cell lines. The task is: Regression. Given two drug SMILES strings and cell line genomic features, predict the synergy score measuring deviation from expected non-interaction effect. (1) Drug 1: CC1=CC=C(C=C1)C2=CC(=NN2C3=CC=C(C=C3)S(=O)(=O)N)C(F)(F)F. Drug 2: CC1C(C(CC(O1)OC2CC(OC(C2O)C)OC3=CC4=CC5=C(C(=O)C(C(C5)C(C(=O)C(C(C)O)O)OC)OC6CC(C(C(O6)C)O)OC7CC(C(C(O7)C)O)OC8CC(C(C(O8)C)O)(C)O)C(=C4C(=C3C)O)O)O)O. Cell line: T-47D. Synergy scores: CSS=35.1, Synergy_ZIP=1.08, Synergy_Bliss=1.30, Synergy_Loewe=-22.1, Synergy_HSA=-0.795. (2) Drug 1: CC1=CC=C(C=C1)C2=CC(=NN2C3=CC=C(C=C3)S(=O)(=O)N)C(F)(F)F. Drug 2: CN(CCCl)CCCl.Cl. Cell line: OVCAR3. Synergy scores: CSS=3.72, Synergy_ZIP=0.287, Synergy_Bliss=5.09, Synergy_Loewe=-5.02, Synergy_HSA=-0.110.